Dataset: Forward reaction prediction with 1.9M reactions from USPTO patents (1976-2016). Task: Predict the product of the given reaction. (1) Given the reactants [F:1][C:2]([F:24])([F:23])[C:3]1[N:8]2[C:9]3[CH:15]=[CH:14][CH:13]=[CH:12][C:10]=3[N:11]=[C:7]2[N:6]=[C:5]([C:16]2[CH:22]=[CH:21][C:19]([NH2:20])=[CH:18][CH:17]=2)[CH:4]=1.[F:25][CH2:26][CH2:27][CH2:28]O, predict the reaction product. The product is: [F:25][CH2:26][CH2:27][CH2:28][NH:20][C:19]1[CH:21]=[CH:22][C:16]([C:5]2[CH:4]=[C:3]([C:2]([F:1])([F:23])[F:24])[N:8]3[C:9]4[CH:15]=[CH:14][CH:13]=[CH:12][C:10]=4[N:11]=[C:7]3[N:6]=2)=[CH:17][CH:18]=1. (2) Given the reactants [CH2:1]([NH:8][C:9](=[O:15])[C@@H:10]([CH2:12][O:13][CH3:14])[NH2:11])[C:2]1[CH:7]=[CH:6][CH:5]=[CH:4][CH:3]=1.CN(C1C=CC=CN=1)C.[C:25](OC(=O)C)(=[O:27])[CH3:26], predict the reaction product. The product is: [CH3:26][C:25]([NH:11][C@@H:10]([C:9]([NH:8][CH2:1][C:2]1[CH:7]=[CH:6][CH:5]=[CH:4][CH:3]=1)=[O:15])[CH2:12][O:13][CH3:14])=[O:27]. (3) Given the reactants [F:1][C:2]1[CH:7]=[CH:6][C:5]([N+:8]([O-:10])=[O:9])=[CH:4][C:3]=1[CH2:11][C:12]([OH:14])=O.CN(C(ON1N=NC2C=CC=NC1=2)=[N+](C)C)C.F[P-](F)(F)(F)(F)F.[C:39]([O:43][C:44](=[O:47])[CH2:45][NH2:46])([CH3:42])([CH3:41])[CH3:40].C(N(C(C)C)CC)(C)C, predict the reaction product. The product is: [C:39]([O:43][C:44](=[O:47])[CH2:45][NH:46][C:12](=[O:14])[CH2:11][C:3]1[CH:4]=[C:5]([N+:8]([O-:10])=[O:9])[CH:6]=[CH:7][C:2]=1[F:1])([CH3:42])([CH3:41])[CH3:40].